Dataset: Reaction yield outcomes from USPTO patents with 853,638 reactions. Task: Predict the reaction yield, written as a fraction of the theoretical maximum amount of product (1.0 means a 100% yield; for example, 0.34 means a 34% yield). (1) The reactants are [NH2:1][C@H:2]([C:6]([OH:8])=[O:7])[C@@H:3]([CH3:5])[OH:4].[C:9]([O-:12])(O)=[O:10].[Na+].[C:14]1([CH2:20][CH2:21][CH2:22][CH2:23][CH2:24]C2C(=O)N(C([O-])=O)C=CC=2)[CH:19]=[CH:18][CH:17]=[CH:16][CH:15]=1. The catalyst is O.C1COCC1. The product is [C:14]1([CH2:20][CH2:21][CH2:22][CH2:23][CH2:24][O:12][C:9]([NH:1][C@@H:2]([C@H:3]([OH:4])[CH3:5])[C:6]([OH:8])=[O:7])=[O:10])[CH:19]=[CH:18][CH:17]=[CH:16][CH:15]=1. The yield is 0.880. (2) The reactants are Br[C:2]1[CH:7]=[CH:6][C:5]([CH2:8][C:9]([O:11][CH3:12])=[O:10])=[CH:4][C:3]=1[F:13].[CH3:14][C:15]1([CH3:31])[C:19]([CH3:21])([CH3:20])[O:18][B:17]([B:17]2[O:18][C:19]([CH3:21])([CH3:20])[C:15]([CH3:31])([CH3:14])[O:16]2)[O:16]1.C([O-])(=O)C.[K+]. The catalyst is O1CCOCC1.C1C=CC(P(C2C=CC=CC=2)[C-]2C=CC=C2)=CC=1.C1C=CC(P(C2C=CC=CC=2)[C-]2C=CC=C2)=CC=1.Cl[Pd]Cl.[Fe+2]. The product is [F:13][C:3]1[CH:4]=[C:5]([CH2:8][C:9]([O:11][CH3:12])=[O:10])[CH:6]=[CH:7][C:2]=1[B:17]1[O:18][C:19]([CH3:21])([CH3:20])[C:15]([CH3:31])([CH3:14])[O:16]1. The yield is 0.639. (3) The reactants are C(OC([N:8]1[CH2:13][CH2:12][CH:11]([O:14][C:15]2[CH:16]=[CH:17][C:18]3[CH:22]([CH2:23][S:24]([CH3:27])(=[O:26])=[O:25])[O:21][B:20]([OH:28])[C:19]=3[CH:29]=2)[CH2:10][CH2:9]1)=O)(C)(C)C.Cl.CCOCC. The catalyst is CO. The product is [CH3:27][S:24]([CH2:23][CH:22]1[O:21][B:20]([OH:28])[C:19]2[CH:29]=[C:15]([O:14][CH:11]3[CH2:12][CH2:13][NH:8][CH2:9][CH2:10]3)[CH:16]=[CH:17][C:18]1=2)(=[O:26])=[O:25]. The yield is 0.930. (4) The reactants are Cl[C:2]1[N:3]=[N+:4]([O-:12])[C:5]2[CH:11]=[CH:10][CH:9]=[CH:8][C:6]=2[N:7]=1.[NH2:13][CH2:14][CH2:15][CH2:16][NH:17][C:18](=[O:24])[O:19][C:20]([CH3:23])([CH3:22])[CH3:21].CCN(CC)CC. The catalyst is C(Cl)Cl. The product is [O-:12][N+:4]1[C:5]2[CH:11]=[CH:10][CH:9]=[CH:8][C:6]=2[N:7]=[C:2]([NH:13][CH2:14][CH2:15][CH2:16][NH:17][C:18](=[O:24])[O:19][C:20]([CH3:22])([CH3:21])[CH3:23])[N:3]=1. The yield is 0.740. (5) The reactants are [CH3:1][C:2]([CH:9]1[CH2:13][CH2:12][O:11][CH2:10]1)([CH3:8])[C:3]([O:5]CC)=[O:4].O.[Li+].[OH-]. The catalyst is C1COCC1. The product is [CH3:8][C:2]([CH:9]1[CH2:13][CH2:12][O:11][CH2:10]1)([CH3:1])[C:3]([OH:5])=[O:4]. The yield is 0.364. (6) The reactants are C[O:2][C:3](=O)[CH2:4][CH:5]1[C:14]2[C:9](=[CH:10][C:11]([S:15]([C:18]3[CH:23]=[CH:22][CH:21]=[CH:20][CH:19]=3)(=[O:17])=[O:16])=[CH:12][CH:13]=2)[CH2:8][CH2:7][CH2:6]1.[H-].[Al+3].[Li+].[H-].[H-].[H-].N1C=CC=CC=1.[CH3:37][S:38](Cl)(=[O:40])=[O:39].C([O-])(O)=O.[Na+]. The catalyst is CCOCC.C1COCC1.C(Cl)Cl.C1C=CC=CC=1. The product is [C:18]1([S:15]([C:11]2[CH:10]=[C:9]3[C:14](=[CH:13][CH:12]=2)[CH:5]([CH2:4][CH2:3][O:2][S:38]([CH3:37])(=[O:40])=[O:39])[CH2:6][CH2:7][CH2:8]3)(=[O:17])=[O:16])[CH:23]=[CH:22][CH:21]=[CH:20][CH:19]=1. The yield is 0.773. (7) The reactants are [OH:1][C:2]1[CH:11]=[CH:10][C:5]([C:6]([O:8][CH3:9])=[O:7])=[CH:4][CH:3]=1.[I:12]Cl. The catalyst is C(O)(=O)C. The product is [OH:1][C:2]1[CH:3]=[CH:4][C:5]([C:6]([O:8][CH3:9])=[O:7])=[CH:10][C:11]=1[I:12]. The yield is 0.903. (8) The reactants are N1C2C(=CC=CC=2)C(CC(=O)C(O)=O)=C1.C(O)(=O)C(C)=O.[OH:22][C:23]([CH2:33][C:34]1[C:42]2[C:37](=[CH:38][CH:39]=[CH:40][CH:41]=2)[NH:36][CH:35]=1)([C:30]([OH:32])=[O:31])[CH2:24][C:25](=O)[C:26]([OH:28])=[O:27].Cl.[NH2:44][OH:45].Cl. The catalyst is [OH-].[Na+]. The product is [OH:22][C:23]([CH2:33][C:34]1[C:42]2[C:37](=[CH:38][CH:39]=[CH:40][CH:41]=2)[NH:36][CH:35]=1)([C:30]([OH:32])=[O:31])[CH2:24][C:25](=[N:44][OH:45])[C:26]([OH:28])=[O:27]. The yield is 0.400.